This data is from Reaction yield outcomes from USPTO patents with 853,638 reactions. The task is: Predict the reaction yield, written as a fraction of the theoretical maximum amount of product (1.0 means a 100% yield; for example, 0.34 means a 34% yield). The reactants are [CH2:1]([O:3][C:4]([C:6]1[N:7]([C:23]2[CH:28]=[CH:27][C:26]([CH3:29])=[C:25]([N+:30]([O-:32])=[O:31])[CH:24]=2)[C:8]2[C:13]([CH:14]=1)=[CH:12][C:11]([O:15]CC1C=CC=CC=1)=[CH:10][CH:9]=2)=[O:5])[CH3:2].Cl. The catalyst is [Pd].CCOC(C)=O. The product is [CH2:1]([O:3][C:4]([C:6]1[N:7]([C:23]2[CH:28]=[CH:27][C:26]([CH3:29])=[C:25]([N+:30]([O-:32])=[O:31])[CH:24]=2)[C:8]2[C:13]([CH:14]=1)=[CH:12][C:11]([OH:15])=[CH:10][CH:9]=2)=[O:5])[CH3:2]. The yield is 0.300.